This data is from CYP3A4 substrate classification data from Carbon-Mangels et al.. The task is: Regression/Classification. Given a drug SMILES string, predict its absorption, distribution, metabolism, or excretion properties. Task type varies by dataset: regression for continuous measurements (e.g., permeability, clearance, half-life) or binary classification for categorical outcomes (e.g., BBB penetration, CYP inhibition). Dataset: cyp3a4_substrate_carbonmangels. (1) The molecule is CN(C)CCCN1c2ccccc2CCc2ccccc21. The result is 1 (substrate). (2) The drug is CC(C)n1c(/C=C\[C@@H](O)C[C@@H](O)CC(=O)O)c(-c2ccc(F)cc2)c2ccccc21. The result is 1 (substrate). (3) The result is 1 (substrate). The compound is COc1ccc(CCN(C)CCC[C@@](C#N)(c2cc(OC)c(OC)c(OC)c2)C(C)C)cc1OC. (4) The compound is C[C@H](CO)NC(=O)[C@@H]1C=C2c3cccc4[nH]cc(c34)C[C@H]2N(C)C1. The result is 1 (substrate).